From a dataset of Full USPTO retrosynthesis dataset with 1.9M reactions from patents (1976-2016). Predict the reactants needed to synthesize the given product. (1) Given the product [Cl:1][C:2]1[CH:18]=[CH:17][C:5]2[CH2:6][CH2:7][N:8]([C:11](=[O:16])[C:12]([F:13])([F:15])[F:14])[CH2:9][CH2:10][C:4]=2[C:3]=1[NH:39][CH2:38][C:37]1[CH:40]=[CH:41][C:34]([CH2:33][S:32][CH:27]2[CH2:31][CH2:30][CH2:29][CH2:28]2)=[CH:35][CH:36]=1, predict the reactants needed to synthesize it. The reactants are: [Cl:1][C:2]1[CH:18]=[CH:17][C:5]2[CH2:6][CH2:7][N:8]([C:11](=[O:16])[C:12]([F:15])([F:14])[F:13])[CH2:9][CH2:10][C:4]=2[C:3]=1OS(C(F)(F)F)(=O)=O.[CH:27]1([S:32][CH2:33][C:34]2[CH:41]=[CH:40][C:37]([CH2:38][NH2:39])=[CH:36][CH:35]=2)[CH2:31][CH2:30][CH2:29][CH2:28]1. (2) Given the product [Cl:16][C:17]1[CH:22]=[CH:21][C:20]([NH:23][C:24](=[O:25])[NH:1][C:2]2[S:12][C:5]3[CH2:6][N:7]([CH2:10][CH3:11])[CH2:8][CH2:9][C:4]=3[C:3]=2[C:13]([NH2:15])=[O:14])=[CH:19][C:18]=1[CH3:26], predict the reactants needed to synthesize it. The reactants are: [NH2:1][C:2]1[S:12][C:5]2[CH2:6][N:7]([CH2:10][CH3:11])[CH2:8][CH2:9][C:4]=2[C:3]=1[C:13]([NH2:15])=[O:14].[Cl:16][C:17]1[CH:22]=[CH:21][C:20]([N:23]=[C:24]=[O:25])=[CH:19][C:18]=1[CH3:26].